Dataset: Forward reaction prediction with 1.9M reactions from USPTO patents (1976-2016). Task: Predict the product of the given reaction. (1) Given the reactants [Br:1][C:2]1[CH:3]=[C:4]2[C:9](=[O:10])[O:8][C:6](=O)[C:5]2=[CH:11][C:12]=1[I:13].[CH2:14]([C:26]1[CH:31]=[CH:30][CH:29]=[CH:28][C:27]=1[CH2:32][CH2:33][CH2:34][CH2:35][CH2:36][CH2:37][CH2:38][CH2:39][CH2:40][CH2:41][CH2:42][CH3:43])[CH2:15][CH2:16][CH2:17][CH2:18][CH2:19][CH2:20][CH2:21][CH2:22][CH2:23][CH2:24][CH3:25].ClCC(Cl)(Cl)Cl.[Cl-].[Al+3].[Cl-].[Cl-].S(=O)(=O)(O)O, predict the reaction product. The product is: [Br:1][C:2]1[C:12]([I:13])=[CH:11][C:5]2[C:6](=[O:8])[C:30]3[C:29](=[CH:28][C:27]([CH2:32][CH2:33][CH2:34][CH2:35][CH2:36][CH2:37][CH2:38][CH2:39][CH2:40][CH2:41][CH2:42][CH3:43])=[C:26]([CH2:14][CH2:15][CH2:16][CH2:17][CH2:18][CH2:19][CH2:20][CH2:21][CH2:22][CH2:23][CH2:24][CH3:25])[CH:31]=3)[C:9](=[O:10])[C:4]=2[CH:3]=1. (2) Given the reactants [C:1]([O:5][C:6]([NH:8][C:9]1[S:10][CH:11]=[C:12]([CH2:14][CH2:15][N:16]([C:24]2[CH:29]=[CH:28][C:27]([N+:30]([O-])=O)=[CH:26][CH:25]=2)[C:17](=[O:23])[O:18][C:19]([CH3:22])([CH3:21])[CH3:20])[N:13]=1)=[O:7])([CH3:4])([CH3:3])[CH3:2].[H][H], predict the reaction product. The product is: [NH2:30][C:27]1[CH:28]=[CH:29][C:24]([N:16]([CH2:15][CH2:14][C:12]2[N:13]=[C:9]([NH:8][C:6](=[O:7])[O:5][C:1]([CH3:4])([CH3:3])[CH3:2])[S:10][CH:11]=2)[C:17]([O:18][C:19]([CH3:22])([CH3:21])[CH3:20])=[O:23])=[CH:25][CH:26]=1.